Dataset: NCI-60 drug combinations with 297,098 pairs across 59 cell lines. Task: Regression. Given two drug SMILES strings and cell line genomic features, predict the synergy score measuring deviation from expected non-interaction effect. (1) Synergy scores: CSS=52.6, Synergy_ZIP=-1.42, Synergy_Bliss=-0.783, Synergy_Loewe=0.529, Synergy_HSA=3.26. Drug 2: C1CN1C2=NC(=NC(=N2)N3CC3)N4CC4. Drug 1: CC1=C2C(C(=O)C3(C(CC4C(C3C(C(C2(C)C)(CC1OC(=O)C(C(C5=CC=CC=C5)NC(=O)C6=CC=CC=C6)O)O)OC(=O)C7=CC=CC=C7)(CO4)OC(=O)C)O)C)OC(=O)C. Cell line: SN12C. (2) Drug 1: CN1C(=O)N2C=NC(=C2N=N1)C(=O)N. Drug 2: CC1=C2C(C(=O)C3(C(CC4C(C3C(C(C2(C)C)(CC1OC(=O)C(C(C5=CC=CC=C5)NC(=O)OC(C)(C)C)O)O)OC(=O)C6=CC=CC=C6)(CO4)OC(=O)C)O)C)O. Cell line: MALME-3M. Synergy scores: CSS=-9.67, Synergy_ZIP=7.70, Synergy_Bliss=3.08, Synergy_Loewe=-7.51, Synergy_HSA=-10.5.